The task is: Predict the product of the given reaction.. This data is from Forward reaction prediction with 1.9M reactions from USPTO patents (1976-2016). (1) The product is: [C:29]([O:28][C:26]([N:20]1[CH2:25][CH2:24][N:23]([C:11]([C:10]2[C:9]3[C:4](=[CH:5][CH:6]=[CH:7][CH:8]=3)[N:3]([C:14]3[CH:19]=[CH:18][CH:17]=[CH:16][CH:15]=3)[C:2]=2[Cl:1])=[O:12])[CH2:22][CH2:21]1)=[O:27])([CH3:32])([CH3:31])[CH3:30]. Given the reactants [Cl:1][C:2]1[N:3]([C:14]2[CH:19]=[CH:18][CH:17]=[CH:16][CH:15]=2)[C:4]2[C:9]([C:10]=1[C:11](O)=[O:12])=[CH:8][CH:7]=[CH:6][CH:5]=2.[N:20]1([C:26]([O:28][C:29]([CH3:32])([CH3:31])[CH3:30])=[O:27])[CH2:25][CH2:24][NH:23][CH2:22][CH2:21]1.C(Cl)CCl.C1C=NC2N(O)N=NC=2C=1.CN1CCOCC1, predict the reaction product. (2) Given the reactants Cl.[O:2]=[C:3]1[CH2:8][NH:7][CH2:6][CH2:5][N:4]1[C:9]1[CH:10]=[C:11]2[C:16](=[CH:17][CH:18]=1)[CH:15]=[C:14]([C:19]#[N:20])[CH:13]=[CH:12]2.[O:21]=[C:22]1[C:26]2[CH:27]=[CH:28][C:29]([CH2:31][CH:32]=O)=[CH:30][C:25]=2[CH2:24][O:23]1.[Na], predict the reaction product. The product is: [O:2]=[C:3]1[CH2:8][N:7]([CH2:32][CH2:31][C:29]2[CH:28]=[CH:27][C:26]3[C:22](=[O:21])[O:23][CH2:24][C:25]=3[CH:30]=2)[CH2:6][CH2:5][N:4]1[C:9]1[CH:10]=[C:11]2[C:16](=[CH:17][CH:18]=1)[CH:15]=[C:14]([C:19]#[N:20])[CH:13]=[CH:12]2. (3) Given the reactants [C:1]([O-:4])([OH:3])=[O:2].[Na+].[CH2:6]([O:8][C:9]([C:11]1[S:15][C:14]([NH2:16])=[N:13][C:12]=1[CH3:17])=[O:10])[CH3:7].ClC(O[CH2:22][C:23]1[CH:28]=[CH:27][CH:26]=[CH:25][CH:24]=1)=O, predict the reaction product. The product is: [CH2:6]([O:8][C:9]([C:11]1[S:15][C:14]([NH:16][O:2][C:1]([O:4][CH2:22][C:23]2[CH:28]=[CH:27][CH:26]=[CH:25][CH:24]=2)=[O:3])=[N:13][C:12]=1[CH3:17])=[O:10])[CH3:7]. (4) Given the reactants [NH2:1][N:2]1[CH2:6][CH2:5][O:4][C:3]1=[O:7].[F:8][C:9]1[CH:17]=[CH:16][C:12]([C:13](Cl)=[O:14])=[CH:11][CH:10]=1, predict the reaction product. The product is: [F:8][C:9]1[CH:17]=[CH:16][C:12]([C:13]([NH:1][N:2]2[CH2:6][CH2:5][O:4][C:3]2=[O:7])=[O:14])=[CH:11][CH:10]=1. (5) Given the reactants [C:1]([C:3]1[CH:32]=[CH:31][C:6]([O:7][CH2:8][CH:9]([OH:30])[CH2:10][N:11]2[CH2:18][CH:17]3[CH2:19][CH:13]([CH2:14][N:15]([C:20]([NH:22][CH2:23][CH2:24][C:25]([O:27]CC)=O)=[O:21])[CH2:16]3)[CH2:12]2)=[CH:5][CH:4]=1)#[N:2].[CH2:33]([NH2:35])[CH3:34].C(N)CC, predict the reaction product. The product is: [C:1]([C:3]1[CH:4]=[CH:5][C:6]([O:7][CH2:8][CH:9]([OH:30])[CH2:10][N:11]2[CH2:18][CH:17]3[CH2:19][CH:13]([CH2:14][N:15]([C:20]([NH:22][CH2:23][CH2:24][C:25]([NH:35][CH2:33][CH3:34])=[O:27])=[O:21])[CH2:16]3)[CH2:12]2)=[CH:31][CH:32]=1)#[N:2]. (6) Given the reactants [CH3:1][O:2][C:3]1[CH:4]=[C:5]([CH2:11][C:12]([O-:14])=O)[CH:6]=[C:7]([O:9][CH3:10])[CH:8]=1.[NH2:15][C:16]1[C:21]([CH:22]=O)=[CH:20][N:19]=[C:18]([S:24][CH3:25])[N:17]=1.[C:26](=O)([O-])[O-].[K+].[K+], predict the reaction product. The product is: [CH3:10][O:9][C:7]1[CH:6]=[C:5]([C:11]2[C:12](=[O:14])[N:15]([CH3:26])[C:16]3[N:17]=[C:18]([S:24][CH3:25])[N:19]=[CH:20][C:21]=3[CH:22]=2)[CH:4]=[C:3]([O:2][CH3:1])[CH:8]=1. (7) Given the reactants [F:1][C:2]1[N:7]=[CH:6][C:5]([NH2:8])=[CH:4][CH:3]=1.C([Mg]Cl)(C)C.[CH2:14]([O:17][C:18]([C:21]1[CH:25]=[C:24]([NH:26][C:27]2[C:28]3[CH2:44][CH2:43][CH2:42][C:29]=3[N:30]=[C:31]([N:33]3[CH2:37][CH2:36][CH2:35][CH:34]3[C:38](OC)=[O:39])[N:32]=2)[NH:23][N:22]=1)([CH3:20])[CH3:19])[CH:15]=[CH2:16], predict the reaction product. The product is: [CH2:14]([O:17][C:18]([C:21]1[CH:25]=[C:24]([NH:26][C:27]2[C:28]3[CH2:44][CH2:43][CH2:42][C:29]=3[N:30]=[C:31]([N:33]3[CH2:37][CH2:36][CH2:35][CH:34]3[C:38]([NH:8][C:5]3[CH:6]=[N:7][C:2]([F:1])=[CH:3][CH:4]=3)=[O:39])[N:32]=2)[NH:23][N:22]=1)([CH3:20])[CH3:19])[CH:15]=[CH2:16].